This data is from Forward reaction prediction with 1.9M reactions from USPTO patents (1976-2016). The task is: Predict the product of the given reaction. (1) Given the reactants [CH3:1][NH:2][CH3:3].C([O-])(O)=O.[Na+].Br[CH2:10][C:11]([NH:13][C:14]1[CH:39]=[CH:38][C:17]([C:18]([NH:20][C:21]2[S:25][C:24]([NH:26][C:27]3[CH:32]=[CH:31][C:30]([O:33][CH3:34])=[CH:29][CH:28]=3)=[N:23][C:22]=2[C:35]([NH2:37])=[O:36])=[O:19])=[CH:16][CH:15]=1)=[O:12], predict the reaction product. The product is: [CH3:1][N:2]([CH3:3])[CH2:10][C:11]([NH:13][C:14]1[CH:39]=[CH:38][C:17]([C:18]([NH:20][C:21]2[S:25][C:24]([NH:26][C:27]3[CH:32]=[CH:31][C:30]([O:33][CH3:34])=[CH:29][CH:28]=3)=[N:23][C:22]=2[C:35]([NH2:37])=[O:36])=[O:19])=[CH:16][CH:15]=1)=[O:12]. (2) Given the reactants [Cl-].[Al+3].[Cl-].[Cl-].[C:5](Cl)(=[O:8])[CH2:6][CH3:7].[F:10][C:11]1[C:16]([F:17])=[CH:15][CH:14]=[CH:13][C:12]=1[O:18][CH3:19], predict the reaction product. The product is: [F:17][C:16]1[C:11]([F:10])=[C:12]([O:18][CH3:19])[CH:13]=[CH:14][C:15]=1[C:5](=[O:8])[CH2:6][CH3:7]. (3) Given the reactants [CH3:1][N:2]([S:23]([C:26]1[S:27][CH:28]=[CH:29][CH:30]=1)(=[O:25])=[O:24])[C:3]1[CH:4]=[CH:5][CH:6]=[C:7]2[C:11]=1[NH:10][C:9]([C:12]([NH:14][NH:15][C:16](=O)[C:17]([O:19][CH2:20][CH3:21])=[O:18])=O)=[CH:8]2.COC1C=CC(P2(SP(C3C=CC(OC)=CC=3)(=S)S2)=[S:40])=CC=1, predict the reaction product. The product is: [CH3:1][N:2]([S:23]([C:26]1[S:27][CH:28]=[CH:29][CH:30]=1)(=[O:24])=[O:25])[C:3]1[CH:4]=[CH:5][CH:6]=[C:7]2[C:11]=1[NH:10][C:9]([C:12]1[S:40][C:16]([C:17]([O:19][CH2:20][CH3:21])=[O:18])=[N:15][N:14]=1)=[CH:8]2. (4) Given the reactants [CH2:1]([N:7]1[CH2:12][CH2:11][C:10]([CH3:27])([C:13]2[CH:18]=[CH:17][CH:16]=[C:15](OS(C(F)(F)F)(=O)=O)[CH:14]=2)[CH:9]([CH3:28])[CH2:8]1)[CH2:2][CH2:3][CH2:4][CH2:5][CH3:6].[CH:29]([Sn](CCCC)(CCCC)CCCC)=[CH2:30].[Cl-].[Li+].C(C1C=C(C)C=C(C(C)(C)C)C=1O)(C)(C)C, predict the reaction product. The product is: [NH3:7].[CH2:1]([N:7]1[CH2:12][CH2:11][C:10]([CH3:27])([C:13]2[CH:18]=[CH:17][CH:16]=[C:15]([CH:29]=[CH2:30])[CH:14]=2)[CH:9]([CH3:28])[CH2:8]1)[CH2:2][CH2:3][CH2:4][CH2:5][CH3:6].